This data is from Forward reaction prediction with 1.9M reactions from USPTO patents (1976-2016). The task is: Predict the product of the given reaction. (1) The product is: [CH3:24][O:23][C:21]1[CH:22]=[C:17]([C:13]2[CH:12]=[C:11]([CH2:10][N:7]3[CH2:6][CH2:5][C:4](=[O:3])[CH2:9][CH2:8]3)[CH:16]=[CH:15][N:14]=2)[CH:18]=[C:19]([O:27][CH3:28])[C:20]=1[O:25][CH3:26]. Given the reactants C1O[C:4]2([CH2:9][CH2:8][N:7]([CH2:10][C:11]3[CH:16]=[CH:15][N:14]=[C:13]([C:17]4[CH:22]=[C:21]([O:23][CH3:24])[C:20]([O:25][CH3:26])=[C:19]([O:27][CH3:28])[CH:18]=4)[CH:12]=3)[CH2:6][CH2:5]2)[O:3]C1.Cl.[OH-].[Na+], predict the reaction product. (2) The product is: [NH2:2][CH2:1][C:3]1[CH:8]=[CH:7][N:6]=[C:5]([NH:9][C:10](=[O:12])[CH3:11])[CH:4]=1. Given the reactants [C:1]([C:3]1[CH:8]=[CH:7][N:6]=[C:5]([NH:9][C:10](=[O:12])[CH3:11])[CH:4]=1)#[N:2], predict the reaction product. (3) Given the reactants Cl.Cl[C:3]1[CH:8]=[CH:7][N:6]=[CH:5][CH:4]=1.[NH2:9][C:10]1[CH:15]=[CH:14][C:13]([OH:16])=[CH:12][CH:11]=1.[OH-].[Na+].[CH3:19]S(C)=O, predict the reaction product. The product is: [NH2:9][C:10]1[CH:15]=[CH:14][C:13]([O:16][C:8]2[CH:7]=[CH:19][C:5]([NH2:6])=[CH:4][CH:3]=2)=[CH:12][CH:11]=1. (4) Given the reactants Cl[C:2]1[C:7]2[C:8](=[O:22])[C:9]3[CH:10]=[C:11]([C:16]4[CH:17]=[N:18][CH:19]=[N:20][CH:21]=4)[CH:12]=[CH:13][C:14]=3[O:15][C:6]=2[CH:5]=[CH:4][N:3]=1.[CH3:23][C:24]([CH3:29])([CH3:28])[CH2:25][CH2:26][OH:27].C(=O)([O-])[O-].[Cs+].[Cs+], predict the reaction product. The product is: [CH3:23][C:24]([CH3:29])([CH3:28])[CH2:25][CH2:26][O:27][C:2]1[C:7]2[C:8](=[O:22])[C:9]3[CH:10]=[C:11]([C:16]4[CH:17]=[N:18][CH:19]=[N:20][CH:21]=4)[CH:12]=[CH:13][C:14]=3[O:15][C:6]=2[CH:5]=[CH:4][N:3]=1. (5) Given the reactants [CH3:1][O:2][C:3](=[O:13])[C:4]1[CH:9]=[C:8]([O:10][CH3:11])[N:7]=[C:6](Cl)[CH:5]=1, predict the reaction product. The product is: [CH3:1][O:2][C:3](=[O:13])[C:4]1[CH:5]=[CH:6][N:7]=[C:8]([O:10][CH3:11])[CH:9]=1. (6) The product is: [I:12][C:2]1[CH:11]=[CH:10][C:9]2[C:4](=[CH:5][CH:6]=[CH:7][CH:8]=2)[CH:3]=1. Given the reactants Br[C:2]1[CH:11]=[CH:10][C:9]2[C:4](=[CH:5][CH:6]=[CH:7][CH:8]=2)[CH:3]=1.[I-:12].[K+].Cl, predict the reaction product.